This data is from CYP1A2 inhibition data for predicting drug metabolism from PubChem BioAssay. The task is: Regression/Classification. Given a drug SMILES string, predict its absorption, distribution, metabolism, or excretion properties. Task type varies by dataset: regression for continuous measurements (e.g., permeability, clearance, half-life) or binary classification for categorical outcomes (e.g., BBB penetration, CYP inhibition). Dataset: cyp1a2_veith. (1) The drug is O=C(c1ccncc1)N1CCC2(CCCN(c3ncccn3)C2)CC1. The result is 1 (inhibitor). (2) The molecule is O=C(NCC1CCCO1)c1cc(-c2ccc(Cl)cc2Cl)on1. The result is 1 (inhibitor). (3) The compound is O=C(Nc1ncc2c(n1)-c1ccccc1CC2)c1ccc(F)cc1. The result is 1 (inhibitor). (4) The molecule is COc1cccc(C(=O)Nc2nc3c(s2)CN(C)CC3)c1. The result is 1 (inhibitor).